Dataset: Catalyst prediction with 721,799 reactions and 888 catalyst types from USPTO. Task: Predict which catalyst facilitates the given reaction. (1) Reactant: Br[CH2:2]/[CH:3]=[CH:4]/[C:5]([NH:7][C:8]1[CH:9]=[C:10]2[C:15](=[CH:16][C:17]=1[O:18][CH3:19])[N:14]=[CH:13][N:12]=[C:11]2[NH:20][C:21]1[CH:26]=[CH:25][C:24]([O:27][CH2:28][C:29]2[CH:34]=[CH:33][CH:32]=[CH:31][N:30]=2)=[C:23]([Cl:35])[CH:22]=1)=[O:6].CCN(C(C)C)C(C)C.[O:45]1[C@H:50]2[CH2:51][NH:52][CH2:53][C@H:49]2[O:48][CH2:47][CH2:46]1.O. Product: [Cl:35][C:23]1[CH:22]=[C:21]([NH:20][C:11]2[C:10]3[C:15](=[CH:16][C:17]([O:18][CH3:19])=[C:8]([NH:7][C:5](=[O:6])/[CH:4]=[CH:3]/[CH2:2][N:52]4[CH2:51][C@H:50]5[O:45][CH2:46][CH2:47][O:48][C@H:49]5[CH2:53]4)[CH:9]=3)[N:14]=[CH:13][N:12]=2)[CH:26]=[CH:25][C:24]=1[O:27][CH2:28][C:29]1[CH:34]=[CH:33][CH:32]=[CH:31][N:30]=1. The catalyst class is: 44. (2) Reactant: [NH2:1][CH:2]([P:6]([OH:8])[OH:7])[CH:3]([CH3:5])[CH3:4].[OH-].[Na+].Cl[C:12]([O:14][CH2:15][C:16]1[CH:21]=[CH:20][CH:19]=[CH:18][CH:17]=1)=[O:13]. Product: [CH2:15]([O:14][C:12]([NH:1][CH:2]([P:6]([OH:8])[OH:7])[CH:3]([CH3:5])[CH3:4])=[O:13])[C:16]1[CH:21]=[CH:20][CH:19]=[CH:18][CH:17]=1. The catalyst class is: 6. (3) The catalyst class is: 18. Product: [Br:1][C:2]1[S:3][C:4]([CH2:8][O:9][Si:19]([C:15]([CH3:18])([CH3:17])[CH3:16])([CH3:21])[CH3:20])=[C:5]([Br:7])[N:6]=1. Reactant: [Br:1][C:2]1[S:3][C:4]([CH2:8][OH:9])=[C:5]([Br:7])[N:6]=1.N1C=CN=C1.[C:15]([Si:19](Cl)([CH3:21])[CH3:20])([CH3:18])([CH3:17])[CH3:16]. (4) Reactant: [CH2:1]([N:8]1[C:12]2[CH:13]=[C:14]([O:17]C)[CH:15]=[CH:16][C:11]=2[N:10]=[C:9]1[C:19]1[CH:24]=[CH:23][CH:22]=[CH:21][CH:20]=1)[C:2]1[CH:7]=[CH:6][CH:5]=[CH:4][CH:3]=1.Br.C(=O)(O)[O-].[Na+]. Product: [CH2:1]([N:8]1[C:12]2[CH:13]=[C:14]([OH:17])[CH:15]=[CH:16][C:11]=2[N:10]=[C:9]1[C:19]1[CH:24]=[CH:23][CH:22]=[CH:21][CH:20]=1)[C:2]1[CH:3]=[CH:4][CH:5]=[CH:6][CH:7]=1. The catalyst class is: 13. (5) Reactant: Cl.Cl.[NH2:3][CH2:4][CH2:5][NH:6][C:7]([C:9]1[CH:33]=[CH:32][C:12]2[N:13]([CH3:31])[C:14]([NH:16][C:17]3[S:18][C:19]4[CH:25]=[C:24]([O:26][C:27]([F:30])([F:29])[F:28])[CH:23]=[CH:22][C:20]=4[N:21]=3)=[N:15][C:11]=2[CH:10]=1)=[O:8].[CH3:34][S:35](Cl)(=[O:37])=[O:36]. Product: [CH3:34][S:35]([NH:3][CH2:4][CH2:5][NH:6][C:7]([C:9]1[CH:33]=[CH:32][C:12]2[N:13]([CH3:31])[C:14]([NH:16][C:17]3[S:18][C:19]4[CH:25]=[C:24]([O:26][C:27]([F:28])([F:29])[F:30])[CH:23]=[CH:22][C:20]=4[N:21]=3)=[N:15][C:11]=2[CH:10]=1)=[O:8])(=[O:37])=[O:36]. The catalyst class is: 66. (6) Reactant: C(OCC)(=O)C(OCC)=O.[O-]CC.[K+].[CH3:15][C:16]1[C:21]([N+:22]([O-:24])=[O:23])=[CH:20][CH:19]=[CH:18][C:17]=1[N:25]=[C:26](OCC)[CH3:27]. Product: [CH3:27][C:26]1[NH:25][C:17]2[C:16]([CH:15]=1)=[C:21]([N+:22]([O-:24])=[O:23])[CH:20]=[CH:19][CH:18]=2. The catalyst class is: 9.